Task: Regression. Given two drug SMILES strings and cell line genomic features, predict the synergy score measuring deviation from expected non-interaction effect.. Dataset: Merck oncology drug combination screen with 23,052 pairs across 39 cell lines (1) Drug 1: O=P1(N(CCCl)CCCl)NCCCO1. Drug 2: Cc1nc(Nc2ncc(C(=O)Nc3c(C)cccc3Cl)s2)cc(N2CCN(CCO)CC2)n1. Cell line: OCUBM. Synergy scores: synergy=9.54. (2) Drug 1: O=C(O)C1(Cc2cccc(Nc3nccs3)n2)CCC(Oc2cccc(Cl)c2F)CC1. Drug 2: CNC(=O)c1cc(Oc2ccc(NC(=O)Nc3ccc(Cl)c(C(F)(F)F)c3)cc2)ccn1. Cell line: HT144. Synergy scores: synergy=5.79.